Dataset: Full USPTO retrosynthesis dataset with 1.9M reactions from patents (1976-2016). Task: Predict the reactants needed to synthesize the given product. (1) Given the product [OH:8][CH:9]1[CH2:12][CH:11]([C:13]([O:15][CH2:16][CH2:17][C:18]2[CH:19]=[CH:20][CH:21]=[CH:22][CH:23]=2)=[O:14])[CH2:10]1, predict the reactants needed to synthesize it. The reactants are: C([O:8][CH:9]1[CH2:12][CH:11]([C:13]([O:15][CH2:16][CH2:17][C:18]2[CH:23]=[CH:22][CH:21]=[CH:20][CH:19]=2)=[O:14])[CH2:10]1)C1C=CC=CC=1. (2) Given the product [Br:1][C:2]1[CH:7]=[CH:6][C:5]([CH:8]2[C:10](=[O:9])[C:11]([CH3:21])([CH3:20])[O:12][C:13]([CH2:17][O:18][CH3:19])([CH3:16])[C:14]2=[O:15])=[C:4]([CH2:22][CH3:23])[CH:3]=1, predict the reactants needed to synthesize it. The reactants are: [Br:1][C:2]1[CH:7]=[CH:6][C:5]([CH:8]2[C:10]3([C:14](=[O:15])[C:13]([CH2:17][O:18][CH3:19])([CH3:16])[O:12][C:11]3([CH3:21])[CH3:20])[O:9]2)=[C:4]([CH2:22][CH3:23])[CH:3]=1.BrC1C=CC(C2C3(C(=O)C(C)(C)OC3(COC)C)O2)=C(CC)C=1.S(=O)(=O)(O)O. (3) Given the product [Br:1][C:2]1[CH:7]=[CH:6][C:5]([CH2:8][Br:12])=[CH:4][C:3]=1[OH:10], predict the reactants needed to synthesize it. The reactants are: [Br:1][C:2]1[CH:7]=[CH:6][C:5]([CH2:8]O)=[CH:4][C:3]=1[OH:10].P(Br)(Br)[Br:12].